From a dataset of Catalyst prediction with 721,799 reactions and 888 catalyst types from USPTO. Predict which catalyst facilitates the given reaction. Reactant: [Cl:1][C:2]1[C:3]([F:11])=[C:4]([C:7]([F:10])=[CH:8][CH:9]=1)[CH:5]=O.C([O-])([O-])=O.[Cs+].[Cs+].[CH3:18][C:19]([S@@:22]([NH2:24])=[O:23])([CH3:21])[CH3:20]. Product: [Cl:1][C:2]1[C:3]([F:11])=[C:4]([C:7]([F:10])=[CH:8][CH:9]=1)/[CH:5]=[N:24]/[S@:22]([C:19]([CH3:21])([CH3:20])[CH3:18])=[O:23]. The catalyst class is: 91.